Task: Predict the reactants needed to synthesize the given product.. Dataset: Full USPTO retrosynthesis dataset with 1.9M reactions from patents (1976-2016) (1) Given the product [CH2:49]([O:48][CH2:47][CH:21]([CH2:20][O:19][CH2:1][CH2:2][CH2:3][CH2:4][CH2:5][CH2:6][CH2:7][CH2:8]/[CH:9]=[CH:10]\[CH2:11]/[CH:12]=[CH:13]\[CH2:14][CH2:15][CH2:16][CH2:17][CH3:18])[CH2:22][OH:23])[CH2:50][CH2:51][CH2:52][CH2:53][CH2:54][CH2:55][CH2:56]/[CH:57]=[CH:58]\[CH2:59]/[CH:60]=[CH:61]\[CH2:62][CH2:63][CH2:64][CH2:65][CH3:66], predict the reactants needed to synthesize it. The reactants are: [CH2:1]([O:19][CH2:20][CH:21]([CH2:47][O:48][CH2:49][CH2:50][CH2:51][CH2:52][CH2:53][CH2:54][CH2:55][CH2:56]/[CH:57]=[CH:58]\[CH2:59]/[CH:60]=[CH:61]\[CH2:62][CH2:63][CH2:64][CH2:65][CH3:66])[CH2:22][O:23]C(C1C=CC=CC=1)(C1C=CC(OC)=CC=1)C1C=CC(OC)=CC=1)[CH2:2][CH2:3][CH2:4][CH2:5][CH2:6][CH2:7][CH2:8]/[CH:9]=[CH:10]\[CH2:11]/[CH:12]=[CH:13]\[CH2:14][CH2:15][CH2:16][CH2:17][CH3:18].FC(F)(F)C(O)=O. (2) Given the product [Br:1][C:2]1[CH:9]=[CH:8][C:5]([CH:6]([OH:7])[C:15]([F:18])([F:17])[F:16])=[C:4]([CH3:10])[CH:3]=1, predict the reactants needed to synthesize it. The reactants are: [Br:1][C:2]1[CH:9]=[CH:8][C:5]([CH:6]=[O:7])=[C:4]([CH3:10])[CH:3]=1.[Si]([C:15]([F:18])([F:17])[F:16])(C)(C)C.CCCC[N+](CCCC)(CCCC)CCCC.[F-]. (3) Given the product [Cl:18][C:19]1[CH:20]=[C:21]([N:26]2[CH2:31][CH2:30][O:29][CH2:28][CH2:27]2)[C:22]2[N:23]([CH:2]=[C:3]([C@@H:5]3[CH2:7][C@@H:6]3[C:8]3[CH:17]=[CH:16][C:15]4[C:10](=[CH:11][CH:12]=[CH:13][CH:14]=4)[N:9]=3)[N:25]=2)[N:24]=1, predict the reactants needed to synthesize it. The reactants are: Br[CH2:2][C:3]([C@@H:5]1[CH2:7][C@@H:6]1[C:8]1[CH:17]=[CH:16][C:15]2[C:10](=[CH:11][CH:12]=[CH:13][CH:14]=2)[N:9]=1)=O.[Cl:18][C:19]1[N:24]=[N:23][C:22]([NH2:25])=[C:21]([N:26]2[CH2:31][CH2:30][O:29][CH2:28][CH2:27]2)[CH:20]=1. (4) Given the product [Cl:1][C:2]1[CH:3]=[C:4]2[C:9](=[CH:10][C:11]=1[C:12]([N:14]1[CH2:15][CH2:16][CH2:17][CH2:18]1)=[O:13])[N:8]=[CH:7][N:6]=[C:5]2[NH:19][CH:20]([C:26]1[NH:30][C:29]2[CH:38]=[CH:39][C:40]([Cl:42])=[CH:41][C:28]=2[N:27]=1)[CH2:21][CH2:22][C:23]([N:51]1[CH2:52][CH2:53][N:48]([C:44]2[S:43][CH:47]=[CH:46][N:45]=2)[CH2:49][CH2:50]1)=[O:24], predict the reactants needed to synthesize it. The reactants are: [Cl:1][C:2]1[CH:3]=[C:4]2[C:9](=[CH:10][C:11]=1[C:12]([N:14]1[CH2:18][CH2:17][CH2:16][CH2:15]1)=[O:13])[N:8]=[CH:7][N:6]=[C:5]2[NH:19][CH:20]([C:26]1[N:30](C(OC(C)(C)C)=O)[C:29]2[CH:38]=[CH:39][C:40]([Cl:42])=[CH:41][C:28]=2[N:27]=1)[CH2:21][CH2:22][C:23](O)=[O:24].[S:43]1[CH:47]=[CH:46][N:45]=[C:44]1[N:48]1[CH2:53][CH2:52][NH:51][CH2:50][CH2:49]1.CN(C(ON1N=NC2C=CC=CC1=2)=[N+](C)C)C.[B-](F)(F)(F)F.FC(F)(F)C(O)=O. (5) Given the product [Cl:1][C:2]1[C:11]2[C:6](=[CH:7][C:8]([O:12][CH3:13])=[CH:9][CH:10]=2)[C:5]([C:14]2[O:15][CH:27]=[N:26][CH:25]=2)=[CH:4][N:3]=1, predict the reactants needed to synthesize it. The reactants are: [Cl:1][C:2]1[C:11]2[C:6](=[CH:7][C:8]([O:12][CH3:13])=[CH:9][CH:10]=2)[C:5]([CH:14]=[O:15])=[CH:4][N:3]=1.C1(C)C(S([CH2:25][N+:26]#[C-:27])(=O)=O)=CC=CC=1. (6) Given the product [Cl:11][C:10]1[C:5]([C:4]([OH:20])=[O:3])=[C:6]([F:19])[C:7]([NH:12][S:13]([CH2:16][CH2:17][CH3:18])(=[O:14])=[O:15])=[CH:8][CH:9]=1, predict the reactants needed to synthesize it. The reactants are: C([O:3][C:4](=[O:20])[C:5]1[C:10]([Cl:11])=[CH:9][CH:8]=[C:7]([NH:12][S:13]([CH2:16][CH2:17][CH3:18])(=[O:15])=[O:14])[C:6]=1[F:19])C.[OH-].[Li+].Cl. (7) Given the product [CH3:30][C:27]1[N:17]2[C:18](=[O:26])[C:19]([C:20]3[CH:25]=[CH:24][CH:23]=[CH:22][N:21]=3)=[C:14]([CH:12]([NH:11][C:2]3[N:10]=[CH:9][N:8]=[C:7]4[C:3]=3[N:4]=[CH:5][NH:6]4)[CH3:13])[N:15]=[C:16]2[S:29][CH:28]=1, predict the reactants needed to synthesize it. The reactants are: Br[C:2]1[N:10]=[CH:9][N:8]=[C:7]2[C:3]=1[N:4]=[CH:5][NH:6]2.[NH2:11][CH:12]([C:14]1[N:15]=[C:16]2[S:29][CH:28]=[C:27]([CH3:30])[N:17]2[C:18](=[O:26])[C:19]=1[C:20]1[CH:25]=[CH:24][CH:23]=[CH:22][N:21]=1)[CH3:13].C(N(CC)C(C)C)(C)C. (8) Given the product [Cl:1][C:2]1[CH:3]=[C:4]2[C:9](=[CH:10][C:11]=1[Cl:12])[C:8](=[O:13])[N:7]([CH2:14][C:15]([CH3:18])([CH3:16])[CH3:17])[C:6]([C:19]([O:21][C:22]([CH3:25])([CH3:24])[CH3:23])=[O:20])=[C:5]2[O:26][S:35]([C:34]([F:47])([F:46])[F:33])(=[O:37])=[O:36], predict the reactants needed to synthesize it. The reactants are: [Cl:1][C:2]1[CH:3]=[C:4]2[C:9](=[CH:10][C:11]=1[Cl:12])[C:8](=[O:13])[N:7]([CH2:14][C:15]([CH3:18])([CH3:17])[CH3:16])[C:6]([C:19]([O:21][C:22]([CH3:25])([CH3:24])[CH3:23])=[O:20])=[C:5]2[OH:26].N1C=CC=CC=1.[F:33][C:34]([F:47])([F:46])[S:35](O[S:35]([C:34]([F:47])([F:46])[F:33])(=[O:37])=[O:36])(=[O:37])=[O:36].C(=O)(O)[O-].[Na+]. (9) The reactants are: [OH:1][C@H:2]([C@@H:6]([OH:10])[C:7]([OH:9])=[O:8])[C:3]([OH:5])=[O:4].[Br:11][C:12]1[CH:30]=[N:29][C:15]2[N:16]=[C:17]([N:23]3[CH2:26][CH:25]([NH:27][CH3:28])[CH2:24]3)[C:18]3[N:19]([CH:20]=[N:21][N:22]=3)[C:14]=2[CH:13]=1. Given the product [OH:1][C@H:2]([C@@H:6]([OH:10])[C:7]([OH:9])=[O:8])[C:3]([OH:5])=[O:4].[Br:11][C:12]1[CH:30]=[N:29][C:15]2[N:16]=[C:17]([N:23]3[CH2:26][CH:25]([NH:27][CH3:28])[CH2:24]3)[C:18]3[N:19]([CH:20]=[N:21][N:22]=3)[C:14]=2[CH:13]=1, predict the reactants needed to synthesize it. (10) The reactants are: [F:1][C:2]1[CH:3]=[CH:4][CH:5]=[C:6]2[C:10]=1[NH:9][C:8](=[O:11])[CH:7]2SC.S(=O)(O)[O-].[Na+]. Given the product [F:1][C:2]1[CH:3]=[CH:4][CH:5]=[C:6]2[C:10]=1[NH:9][C:8](=[O:11])[CH2:7]2, predict the reactants needed to synthesize it.